From a dataset of Reaction yield outcomes from USPTO patents with 853,638 reactions. Predict the reaction yield, written as a fraction of the theoretical maximum amount of product (1.0 means a 100% yield; for example, 0.34 means a 34% yield). (1) The reactants are [CH3:1][O:2][C:3]1[CH:4]=[C:5]2[C:14](=[CH:15][CH:16]=1)[CH:13]([CH2:17][OH:18])[CH:12]([C:19]1[CH:24]=[CH:23][C:22]([O:25][CH3:26])=[CH:21][CH:20]=1)[CH:11]1[CH:6]2[CH2:7][CH2:8][CH2:9][CH2:10]1.[H-].[Na+].[CH3:29]I. The catalyst is CN(C=O)C. The product is [CH3:1][O:2][C:3]1[CH:4]=[C:5]2[C:14](=[CH:15][CH:16]=1)[CH:13]([CH2:17][O:18][CH3:29])[CH:12]([C:19]1[CH:24]=[CH:23][C:22]([O:25][CH3:26])=[CH:21][CH:20]=1)[CH:11]1[CH:6]2[CH2:7][CH2:8][CH2:9][CH2:10]1. The yield is 0.650. (2) The reactants are [Br:1][C:2]1[CH:3]=[C:4]2[C:8](=[CH:9][CH:10]=1)[NH:7][C:6](=O)[C:5]2([CH3:13])[CH3:12].B.CSC.O.C(Cl)Cl.C[N+]([O-])(C)C. The catalyst is C1COCC1. The product is [Br:1][C:2]1[CH:3]=[C:4]2[C:8](=[CH:9][CH:10]=1)[NH:7][CH2:6][C:5]2([CH3:13])[CH3:12]. The yield is 0.870. (3) The reactants are [NH2:1][C:2]1[C:17]([C:18]([F:21])([F:20])[F:19])=[CH:16][CH:15]=[CH:14][C:3]=1[C:4]([NH:6][C:7]1[CH:12]=[CH:11][CH:10]=[CH:9][C:8]=1[Cl:13])=[O:5].[Cl:22][CH2:23][C:24](Cl)=O. The catalyst is C(O)(=O)C. The product is [Cl:22][CH2:23][C:24]1[N:6]([C:7]2[CH:12]=[CH:11][CH:10]=[CH:9][C:8]=2[Cl:13])[C:4](=[O:5])[C:3]2[C:2](=[C:17]([C:18]([F:21])([F:19])[F:20])[CH:16]=[CH:15][CH:14]=2)[N:1]=1. The yield is 0.610. (4) The reactants are [CH2:1]([O:3][C:4]([C:6]1[N:7]([CH2:18][CH3:19])[C:8]2[C:13]([CH:14]=1)=[CH:12][C:11]([N+:15]([O-])=O)=[CH:10][CH:9]=2)=[O:5])[CH3:2].C([O-])=O.[NH4+]. The catalyst is CCO.C(O)CC.[OH-].[Pd+2].[OH-]. The product is [CH2:1]([O:3][C:4]([C:6]1[N:7]([CH2:18][CH3:19])[C:8]2[C:13]([CH:14]=1)=[CH:12][C:11]([NH2:15])=[CH:10][CH:9]=2)=[O:5])[CH3:2]. The yield is 0.900. (5) The reactants are [Br:1][C:2]1[N:7]=[CH:6][C:5]2[C:8]([I:11])=[CH:9][NH:10][C:4]=2[CH:3]=1.[H-].[Na+].I[CH:15]([CH3:17])[CH3:16]. The catalyst is CN(C)C=O. The product is [Br:1][C:2]1[N:7]=[CH:6][C:5]2[C:8]([I:11])=[CH:9][N:10]([CH:15]([CH3:17])[CH3:16])[C:4]=2[CH:3]=1. The yield is 0.760. (6) The reactants are [Si:1]([O:8][CH2:9][CH2:10][CH2:11][C@@:12]1([C:29]2[CH:34]=[CH:33][CH:32]=[CH:31][CH:30]=2)[O:17][C:16](=[O:18])[N:15]([C@H:19]([C:21]2[CH:26]=[CH:25][C:24]([CH2:27][OH:28])=[CH:23][CH:22]=2)[CH3:20])[CH2:14][CH2:13]1)([C:4]([CH3:7])([CH3:6])[CH3:5])([CH3:3])[CH3:2].[H-].[Na+].[CH3:37]I. The catalyst is C1COCC1. The product is [Si:1]([O:8][CH2:9][CH2:10][CH2:11][C@@:12]1([C:29]2[CH:34]=[CH:33][CH:32]=[CH:31][CH:30]=2)[O:17][C:16](=[O:18])[N:15]([C@H:19]([C:21]2[CH:22]=[CH:23][C:24]([CH2:27][O:28][CH3:37])=[CH:25][CH:26]=2)[CH3:20])[CH2:14][CH2:13]1)([C:4]([CH3:5])([CH3:6])[CH3:7])([CH3:2])[CH3:3]. The yield is 0.710. (7) The reactants are [Br-].C1([P+]([C:20]2[CH:25]=[CH:24][CH:23]=[CH:22][CH:21]=2)([C:20]2[CH:25]=[CH:24][CH:23]=[CH:22][CH:21]=2)[C:20]2[CH:25]=[CH:24][CH:23]=[CH:22][CH:21]=2)CCCC1.[C:26]([O:36][CH2:37][CH3:38])(=[O:35])[CH:27]=[CH:28][C:29]1[CH:34]=[CH:33][CH:32]=[CH:31]C=1. No catalyst specified. The product is [C:20]1([C@@H:28]2[C:29]3([CH2:34][CH2:33][CH2:32][CH2:31]3)[C@H:27]2[C:26]([O:36][CH2:37][CH3:38])=[O:35])[CH:21]=[CH:22][CH:23]=[CH:24][CH:25]=1. The yield is 0.610. (8) The reactants are F[C:2]1[CH:7]=[CH:6][C:5]([C:8]2[O:9][C:10]([C:13]3[C:14]([C:19]4[CH:24]=[CH:23][CH:22]=[CH:21][CH:20]=4)=[N:15][O:16][C:17]=3[CH3:18])=[N:11][N:12]=2)=[C:4]([O:25][CH3:26])[CH:3]=1.[NH:27]1[CH2:32][CH2:31][O:30][CH2:29][CH2:28]1. No catalyst specified. The product is [CH3:26][O:25][C:4]1[CH:3]=[C:2]([N:27]2[CH2:32][CH2:31][O:30][CH2:29][CH2:28]2)[CH:7]=[CH:6][C:5]=1[C:8]1[O:9][C:10]([C:13]2[C:14]([C:19]3[CH:24]=[CH:23][CH:22]=[CH:21][CH:20]=3)=[N:15][O:16][C:17]=2[CH3:18])=[N:11][N:12]=1. The yield is 0.550. (9) The reactants are Br[C:2]1[C:6]2[N:7]=[C:8]([Cl:12])[N:9]=[C:10]([NH2:11])[C:5]=2[S:4][CH:3]=1.C(=O)([O-])[O-].[Na+].[Na+].[N+:19]([C:22]1[CH:23]=[C:24](B(O)O)[CH:25]=[CH:26][CH:27]=1)([O-:21])=[O:20].CC(C1C=C(C(C)C)C(C2C(P(C(C)(C)C)C(C)(C)C)=CC=CC=2)=C(C(C)C)C=1)C. The catalyst is O1CCOCC1. The product is [Cl:12][C:8]1[N:9]=[C:10]([NH2:11])[C:5]2[S:4][CH:3]=[C:2]([C:26]3[CH:25]=[CH:24][CH:23]=[C:22]([N+:19]([O-:21])=[O:20])[CH:27]=3)[C:6]=2[N:7]=1. The yield is 0.720.